This data is from Full USPTO retrosynthesis dataset with 1.9M reactions from patents (1976-2016). The task is: Predict the reactants needed to synthesize the given product. Given the product [C:10]1([C:7]2[S:6][C:5]([C:3]([OH:4])=[O:2])=[CH:9][CH:8]=2)[CH:11]=[CH:12][CH:13]=[CH:14][CH:15]=1, predict the reactants needed to synthesize it. The reactants are: C[O:2][C:3]([C:5]1[S:6][C:7]([C:10]2[CH:15]=[CH:14][CH:13]=[CH:12][CH:11]=2)=[CH:8][CH:9]=1)=[O:4].[OH-].[Na+].Cl.